From a dataset of Catalyst prediction with 721,799 reactions and 888 catalyst types from USPTO. Predict which catalyst facilitates the given reaction. (1) Reactant: CC1(C)CCCC(C)(C)N1.C([Li])CCC.[C:16]1([O:22][C:23]2[CH:28]=[CH:27][CH:26]=[CH:25][C:24]=2[F:29])[CH:21]=[CH:20][CH:19]=[CH:18][CH:17]=1.CN(C)[CH:32]=[O:33]. Product: [F:29][C:24]1[C:23]([O:22][C:16]2[CH:17]=[CH:18][CH:19]=[CH:20][CH:21]=2)=[CH:28][CH:27]=[CH:26][C:25]=1[CH:32]=[O:33]. The catalyst class is: 1. (2) The catalyst class is: 485. Product: [Br:1][C:2]1[CH:3]=[CH:4][C:5]([C:8]([CH:10]2[CH2:11][CH:12]3[S:18][CH:16]([CH2:15][CH2:14][CH2:13]3)[CH2:17]2)=[O:9])=[CH:6][CH:7]=1. Reactant: [Br:1][C:2]1[CH:7]=[CH:6][C:5]([CH:8]([CH:10]2[CH2:17][CH:16]3[S:18][CH:12]([CH2:13][CH2:14][CH2:15]3)[CH2:11]2)[OH:9])=[CH:4][CH:3]=1. (3) Reactant: [CH2:1]([O:3][C:4](=[O:27])/[CH:5]=[CH:6]/[C:7]1[CH:8]=[C:9]([C:19]2[CH:24]=[CH:23][C:22]([O:25][CH3:26])=[CH:21][CH:20]=2)[N:10]([C:12]([O:14][C:15]([CH3:18])([CH3:17])[CH3:16])=[O:13])[CH:11]=1)[CH3:2]. Product: [CH2:1]([O:3][C:4](=[O:27])[CH2:5][CH2:6][C:7]1[CH:8]=[C:9]([C:19]2[CH:20]=[CH:21][C:22]([O:25][CH3:26])=[CH:23][CH:24]=2)[N:10]([C:12]([O:14][C:15]([CH3:17])([CH3:18])[CH3:16])=[O:13])[CH:11]=1)[CH3:2]. The catalyst class is: 63. (4) Reactant: [NH:1](C(OC(C)(C)C)=O)[CH2:2][CH2:3][C:4]([OH:6])=[O:5].[S:14]1[CH2:20][CH2:19][CH2:18][CH2:17][NH:16][S:15]1.FC(F)(F)C(O)=O. Product: [NH2:1][CH2:2][CH2:3][C:4]([OH:6])=[O:5].[S:14]1[CH2:20][CH2:19][CH2:18][CH2:17][NH:16][S:15]1. The catalyst class is: 4. (5) Reactant: [Cl:1][C:2]1[N:10]=[C:9](Cl)[CH:8]=[CH:7][C:3]=1[C:4]([OH:6])=[O:5].[C:12]([O:16][C:17]([C:19]1[CH:20]=[C:21](B(O)O)[CH:22]=[CH:23][CH:24]=1)=[O:18])([CH3:15])([CH3:14])[CH3:13].C(=O)([O-])[O-].[K+].[K+].COCCOC. Product: [C:12]([O:16][C:17]([C:19]1[CH:24]=[C:23]([C:9]2[CH:8]=[CH:7][C:3]([C:4]([OH:6])=[O:5])=[C:2]([Cl:1])[N:10]=2)[CH:22]=[CH:21][CH:20]=1)=[O:18])([CH3:15])([CH3:13])[CH3:14]. The catalyst class is: 257. (6) Reactant: [F:1][C:2]1([CH:8]([O:13][Si:14]([CH2:19][CH3:20])([CH2:17][CH3:18])[CH2:15][CH3:16])[C:9]([F:12])([F:11])[F:10])[CH2:7][CH2:6][NH:5][CH2:4][CH2:3]1.C(N(CC)CC)C.[CH3:28][S:29](Cl)(=[O:31])=[O:30].O. Product: [F:1][C:2]1([CH:8]([O:13][Si:14]([CH2:17][CH3:18])([CH2:19][CH3:20])[CH2:15][CH3:16])[C:9]([F:11])([F:12])[F:10])[CH2:3][CH2:4][N:5]([S:29]([CH3:28])(=[O:31])=[O:30])[CH2:6][CH2:7]1. The catalyst class is: 4. (7) Product: [NH2:1][C@H:5]([C:20]([OH:22])=[O:21])[CH2:4][CH:6]([CH3:9])[CH3:7].[NH2:1][C@H:17]([C:16]([OH:28])=[O:27])[CH3:18]. The catalyst class is: 9. Reactant: [NH:1]1[CH:5]=[CH:4]N=C1.[C:6]([Si](C)(C)Cl)([CH3:9])(C)[CH3:7].CO.[C:16]([OH:28])(=[O:27])[CH2:17][C:18](CC(O)=O)([C:20]([OH:22])=[O:21])O. (8) Reactant: [CH3:1][O:2][C:3](=[O:26])[CH2:4][C:5]1[CH:14]=[C:13]([CH3:15])[CH:12]=[C:11]2[C:6]=1[C:7]([CH3:25])=[C:8]([CH2:17][C:18]1[CH:23]=[CH:22][C:21]([Cl:24])=[CH:20][CH:19]=1)[C:9](=[O:16])[NH:10]2.Br[CH2:28][CH3:29].C(=O)([O-])[O-].[K+].[K+].CN(C)C=O. Product: [CH3:1][O:2][C:3](=[O:26])[CH2:4][C:5]1[CH:14]=[C:13]([CH3:15])[CH:12]=[C:11]2[C:6]=1[C:7]([CH3:25])=[C:8]([CH2:17][C:18]1[CH:19]=[CH:20][C:21]([Cl:24])=[CH:22][CH:23]=1)[C:9]([O:16][CH2:28][CH3:29])=[N:10]2. The catalyst class is: 13. (9) Reactant: [Cl:1][C:2]1[C:3]2[N:4]([CH:8]=[N:9][C:10]=2[C:11]2[CH:16]=[CH:15][C:14]([O:17][C:18]3[CH:23]=[CH:22][CH:21]=[CH:20][CH:19]=3)=[CH:13][CH:12]=2)[CH:5]=[CH:6][N:7]=1.C1C(=O)N([Br:31])C(=O)C1. Product: [Br:31][C:8]1[N:4]2[CH:5]=[CH:6][N:7]=[C:2]([Cl:1])[C:3]2=[C:10]([C:11]2[CH:12]=[CH:13][C:14]([O:17][C:18]3[CH:23]=[CH:22][CH:21]=[CH:20][CH:19]=3)=[CH:15][CH:16]=2)[N:9]=1. The catalyst class is: 3. (10) Reactant: [OH:1][C:2]1[CH:11]=[CH:10][C:9]2[C:4](=[CH:5][CH:6]=[C:7]([CH2:12][CH2:13][CH2:14][CH2:15][CH2:16][CH2:17][CH2:18][CH2:19][CH2:20][CH2:21][CH2:22][CH3:23])[CH:8]=2)[C:3]=1[C:24]([NH2:26])=[O:25].[C:27](=O)([O-])[O-].[K+].[K+].CI.O. Product: [CH3:27][O:1][C:2]1[CH:11]=[CH:10][C:9]2[C:4](=[CH:5][CH:6]=[C:7]([CH2:12][CH2:13][CH2:14][CH2:15][CH2:16][CH2:17][CH2:18][CH2:19][CH2:20][CH2:21][CH2:22][CH3:23])[CH:8]=2)[C:3]=1[C:24]([NH2:26])=[O:25]. The catalyst class is: 9.